Predict the reaction yield, written as a fraction of the theoretical maximum amount of product (1.0 means a 100% yield; for example, 0.34 means a 34% yield). From a dataset of Reaction yield outcomes from USPTO patents with 853,638 reactions. The reactants are Cl.[NH:2]1[CH2:5][CH:4]([NH:6][C:7](=[O:10])[CH:8]=[CH2:9])[CH2:3]1.O=[C:12]1[CH2:15][N:14]([C:16]([O:18][C:19]([CH3:22])([CH3:21])[CH3:20])=[O:17])[CH2:13]1.CCN(CC)CC.CC(O)=O.[BH-](OC(C)=O)(OC(C)=O)OC(C)=O.[Na+]. The catalyst is C(Cl)Cl.O. The product is [C:7]([NH:6][CH:4]1[CH2:5][N:2]([CH:12]2[CH2:13][N:14]([C:16]([O:18][C:19]([CH3:22])([CH3:21])[CH3:20])=[O:17])[CH2:15]2)[CH2:3]1)(=[O:10])[CH:8]=[CH2:9]. The yield is 0.310.